Dataset: Peptide-MHC class II binding affinity with 134,281 pairs from IEDB. Task: Regression. Given a peptide amino acid sequence and an MHC pseudo amino acid sequence, predict their binding affinity value. This is MHC class II binding data. (1) The peptide sequence is KPEVKYTVFETALKK. The MHC is HLA-DPA10201-DPB10501 with pseudo-sequence HLA-DPA10201-DPB10501. The binding affinity (normalized) is 0.788. (2) The peptide sequence is DTKCYKLEHPVTG. The MHC is DRB1_1101 with pseudo-sequence DRB1_1101. The binding affinity (normalized) is 0.173. (3) The peptide sequence is PFSRIRDGLQYGWKT. The MHC is DRB1_0404 with pseudo-sequence DRB1_0404. The binding affinity (normalized) is 0.577. (4) The MHC is DRB1_0401 with pseudo-sequence DRB1_0401. The peptide sequence is KVSDDITYVATATLP. The binding affinity (normalized) is 0.507. (5) The peptide sequence is EIGWEAGTAAPDEIP. The MHC is DRB1_1501 with pseudo-sequence DRB1_1501. The binding affinity (normalized) is 0.179.